This data is from Peptide-MHC class I binding affinity with 185,985 pairs from IEDB/IMGT. The task is: Regression. Given a peptide amino acid sequence and an MHC pseudo amino acid sequence, predict their binding affinity value. This is MHC class I binding data. The peptide sequence is ETALAIIRR. The MHC is HLA-A02:03 with pseudo-sequence HLA-A02:03. The binding affinity (normalized) is 0.0847.